Dataset: Forward reaction prediction with 1.9M reactions from USPTO patents (1976-2016). Task: Predict the product of the given reaction. (1) Given the reactants C([O:4][CH2:5][C:6]1[CH:7]=[C:8]2[C:13](=[CH:14][C:15]=1[CH2:16][O:17]C(=O)C)[O:12][C:11](=[O:21])[C:10]([CH2:22][C:23]([O:25][CH2:26][CH3:27])=[O:24])=[C:9]2[C:28]1[CH:33]=[CH:32][CH:31]=[CH:30][CH:29]=1)(=O)C.C1CCN2C(=NCCC2)CC1, predict the reaction product. The product is: [OH:4][CH2:5][C:6]1[CH:7]=[C:8]2[C:13](=[CH:14][C:15]=1[CH2:16][OH:17])[O:12][C:11](=[O:21])[C:10]([CH2:22][C:23]([O:25][CH2:26][CH3:27])=[O:24])=[C:9]2[C:28]1[CH:29]=[CH:30][CH:31]=[CH:32][CH:33]=1. (2) The product is: [C:1]([O:5][C:6](=[O:27])[NH:7][C@@H:8]([CH2:9][C:10]1[CH:11]=[CH:12][CH:13]=[CH:14][CH:15]=1)[C@@H:16]([OH:17])[CH2:20][C@H:19]([C:18](=[O:26])[NH:35][CH:29]1[CH2:30][CH:31]2[CH2:34][CH:28]1[CH2:33][CH2:32]2)[CH2:21][CH:22]=[C:23]([CH3:25])[CH3:24])([CH3:2])([CH3:3])[CH3:4]. Given the reactants [C:1]([O:5][C:6](=[O:27])[NH:7][C@H:8]([C@@H:16]1[CH2:20][C@@H:19]([CH2:21][CH:22]=[C:23]([CH3:25])[CH3:24])[C:18](=[O:26])[O:17]1)[CH2:9][C:10]1[CH:15]=[CH:14][CH:13]=[CH:12][CH:11]=1)([CH3:4])([CH3:3])[CH3:2].[CH:28]12[CH2:34][CH:31]([CH2:32][CH2:33]1)[CH2:30][CH:29]2[NH:35]C(=O)[C@H](C)C[C@H](O)[C@@H](NC(OC(C)(C)C)=O)CC1C=CC=CC=1, predict the reaction product.